From a dataset of Forward reaction prediction with 1.9M reactions from USPTO patents (1976-2016). Predict the product of the given reaction. Given the reactants [C:1]1([N:7]2[C:11]([C:12]3[CH:17]=[CH:16][CH:15]=[C:14]([CH2:18][CH2:19][CH3:20])[CH:13]=3)=[CH:10][C:9]([NH2:21])=[N:8]2)[CH:6]=[CH:5][CH:4]=[CH:3][CH:2]=1.[CH3:22][O:23][C:24]1[CH:40]=[C:39]([O:41][CH3:42])[CH:38]=[CH:37][C:25]=1[CH2:26][N:27]1[C:32](=[O:33])[CH:31]2[C:29]([C:34](O)=[O:35])([CH2:30]2)[CH2:28]1.CCN=C=NCCCN(C)C.Cl.C(N(C(C)C)CC)(C)C.CN(C(ON1N=NC2C=CC=NC1=2)=[N+](C)C)C.F[P-](F)(F)(F)(F)F, predict the reaction product. The product is: [C:1]1([N:7]2[C:11]([C:12]3[CH:17]=[CH:16][CH:15]=[C:14]([CH2:18][CH2:19][CH3:20])[CH:13]=3)=[CH:10][C:9]([NH:21][C:34]([C:29]34[CH2:30][CH:31]3[C:32](=[O:33])[N:27]([CH2:26][C:25]3[CH:37]=[CH:38][C:39]([O:41][CH3:42])=[CH:40][C:24]=3[O:23][CH3:22])[CH2:28]4)=[O:35])=[N:8]2)[CH:6]=[CH:5][CH:4]=[CH:3][CH:2]=1.